From a dataset of Catalyst prediction with 721,799 reactions and 888 catalyst types from USPTO. Predict which catalyst facilitates the given reaction. (1) Reactant: [CH2:1]([O:3][C:4]([C:6]1[C:7](Cl)=[N:8][C:9]([C:12]2[CH:17]=[CH:16][N:15]=[CH:14][CH:13]=2)=[N:10][CH:11]=1)=[O:5])[CH3:2].[C:19]1([CH3:26])[C:24]([OH:25])=[CH:23][CH:22]=[CH:21][CH:20]=1.C([O-])([O-])=O.[Cs+].[Cs+].O. Product: [CH2:1]([O:3][C:4]([C:6]1[C:7]([O:25][C:24]2[CH:23]=[CH:22][CH:21]=[CH:20][C:19]=2[CH3:26])=[N:8][C:9]([C:12]2[CH:17]=[CH:16][N:15]=[CH:14][CH:13]=2)=[N:10][CH:11]=1)=[O:5])[CH3:2]. The catalyst class is: 10. (2) Reactant: [Cl:1][C:2]1[C:10](OS(C(F)(F)F)(=O)=O)=[CH:9][C:8]([C:19]2[N:20]([C:35]([O:37][C:38]([CH3:41])([CH3:40])[CH3:39])=[O:36])[C:21]3[C:26]([CH:27]=2)=[CH:25][C:24]([CH2:28][N:29]2[CH2:34][CH2:33][CH2:32][CH2:31][CH2:30]2)=[CH:23][CH:22]=3)=[C:7]2[C:3]=1[CH2:4][NH:5][C:6]2=[O:42].C([Sn](CCCC)(CCCC)[C:48]1[O:49][CH:50]=[CH:51][CH:52]=1)CCC.[Cl-].[Li+].[F-].[NH4+]. Product: [Cl:1][C:2]1[C:10]([C:48]2[O:49][CH:50]=[CH:51][CH:52]=2)=[CH:9][C:8]([C:19]2[N:20]([C:35]([O:37][C:38]([CH3:39])([CH3:40])[CH3:41])=[O:36])[C:21]3[C:26]([CH:27]=2)=[CH:25][C:24]([CH2:28][N:29]2[CH2:30][CH2:31][CH2:32][CH2:33][CH2:34]2)=[CH:23][CH:22]=3)=[C:7]2[C:3]=1[CH2:4][NH:5][C:6]2=[O:42]. The catalyst class is: 77. (3) Reactant: [CH3:1][C:2]([CH3:22])([CH3:21])[C:3]#[C:4][C:5]1[CH:10]=[C:9]([N+:11]([O-:13])=[O:12])[CH:8]=[C:7]([F:14])[C:6]=1[NH:15]C(=O)CCC.CC([O-])(C)C.[K+].O. Product: [C:2]([C:3]1[NH:15][C:6]2[C:5]([CH:4]=1)=[CH:10][C:9]([N+:11]([O-:13])=[O:12])=[CH:8][C:7]=2[F:14])([CH3:22])([CH3:21])[CH3:1]. The catalyst class is: 3. (4) Reactant: S(=O)(=O)(O)O.C([C:9]1[CH:21]=[CH:20][C:19]2[C:18]3[C:13](=[CH:14][C:15](C(=O)C)=[CH:16][CH:17]=3)[CH:12]([CH3:25])[C:11]=2[CH:10]=1)(=O)C.C([O:29][C:30](=[O:32])[CH3:31])(=O)C.OO. Product: [C:30]([O:32][C:16]1[CH:15]=[CH:14][C:13]2[C:12]3[C:11](=[CH:10][C:9]([O:29][C:30](=[O:32])[CH3:31])=[CH:21][CH:25]=3)[CH:19]([CH3:20])[C:18]=2[CH:17]=1)(=[O:29])[CH3:31]. The catalyst class is: 229. (5) Reactant: [CH3:1][N:2]([CH2:16][CH2:17][CH2:18][N:19]([CH3:37])[CH2:20][C:21](=[O:36])[NH:22][C:23]1[CH:28]=[CH:27][C:26]([O:29][C:30]2[CH:35]=[CH:34][CH:33]=[CH:32][CH:31]=2)=[CH:25][CH:24]=1)[C:3]([NH:5][C:6]1[CH:15]=[CH:14][C:9]([C:10]([O:12]C)=[O:11])=[CH:8][CH:7]=1)=[O:4].[OH-].[Na+]. Product: [CH3:1][N:2]([CH2:16][CH2:17][CH2:18][N:19]([CH3:37])[CH2:20][C:21](=[O:36])[NH:22][C:23]1[CH:24]=[CH:25][C:26]([O:29][C:30]2[CH:31]=[CH:32][CH:33]=[CH:34][CH:35]=2)=[CH:27][CH:28]=1)[C:3]([NH:5][C:6]1[CH:15]=[CH:14][C:9]([C:10]([OH:12])=[O:11])=[CH:8][CH:7]=1)=[O:4]. The catalyst class is: 5. (6) Reactant: [NH2:1][C:2]1[CH:3]=[CH:4][C:5]([O:8][CH3:9])=[N:6][CH:7]=1.[ClH:10].[N:11]1[CH:16]=[CH:15][CH:14]=[CH:13][C:12]=1[C:17]([Cl:19])=[O:18].C(OCC)C. Product: [ClH:19].[ClH:10].[CH3:9][O:8][C:5]1[N:6]=[CH:7][C:2]([NH:1][C:17]([C:12]2[CH:13]=[CH:14][CH:15]=[CH:16][N:11]=2)=[O:18])=[CH:3][CH:4]=1. The catalyst class is: 7. (7) Reactant: Cl[C:2]([O:4][CH2:5][CH:6]1[C:18]2[CH:17]=[CH:16][CH:15]=[CH:14][C:13]=2[C:12]2[C:7]1=[CH:8][CH:9]=[CH:10][CH:11]=2)=[O:3].[Cl:19][C:20]1[CH:25]=[CH:24][C:23]([C@H:26]2[NH:31][C@@H:30]([CH2:32][OH:33])[CH2:29][O:28][CH2:27]2)=[CH:22][CH:21]=1.C(=O)(O)[O-].[Na+].[Cl-].[NH4+]. Product: [Cl:19][C:20]1[CH:21]=[CH:22][C:23]([C@@H:26]2[CH2:27][O:28][CH2:29][C@H:30]([CH2:32][OH:33])[N:31]2[C:2]([O:4][CH2:5][CH:6]2[C:7]3[CH:8]=[CH:9][CH:10]=[CH:11][C:12]=3[C:13]3[C:18]2=[CH:17][CH:16]=[CH:15][CH:14]=3)=[O:3])=[CH:24][CH:25]=1. The catalyst class is: 366.